From a dataset of Forward reaction prediction with 1.9M reactions from USPTO patents (1976-2016). Predict the product of the given reaction. (1) Given the reactants [C:1]([O:5][C:6](=[O:35])[NH:7][CH:8]([NH:17][C:18]1[CH:23]=[CH:22][C:21]([CH2:24][CH2:25][C:26]2[N:27]=[C:28]([NH:31][C:32](=[O:34])[CH3:33])[S:29][CH:30]=2)=[CH:20][CH:19]=1)[NH:9][C:10](=[O:16])[O:11][C:12]([CH3:15])([CH3:14])[CH3:13])([CH3:4])([CH3:3])[CH3:2].O1CCCC1.[Br:41]N1C(=O)CCC1=O, predict the reaction product. The product is: [C:1]([O:5][C:6](=[O:35])[NH:7][CH:8]([NH:17][C:18]1[CH:19]=[CH:20][C:21]([CH2:24][CH2:25][C:26]2[N:27]=[C:28]([NH:31][C:32](=[O:34])[CH3:33])[S:29][C:30]=2[Br:41])=[CH:22][CH:23]=1)[NH:9][C:10](=[O:16])[O:11][C:12]([CH3:15])([CH3:14])[CH3:13])([CH3:2])([CH3:3])[CH3:4]. (2) Given the reactants [CH3:1][O:2][C:3]1[N:8]=[CH:7][C:6](B(O)O)=[CH:5][N:4]=1.Cl[C:13]1[N:18]=[C:17]([NH:19][C:20]([C:22]2([C:25]3[CH:35]=[CH:34][C:28]4[O:29][C:30]([F:33])([F:32])[O:31][C:27]=4[CH:26]=3)[CH2:24][CH2:23]2)=[O:21])[CH:16]=[CH:15][C:14]=1[CH3:36], predict the reaction product. The product is: [F:33][C:30]1([F:32])[O:29][C:28]2[CH:34]=[CH:35][C:25]([C:22]3([C:20]([NH:19][C:17]4[CH:16]=[CH:15][C:14]([CH3:36])=[C:13]([C:6]5[CH:5]=[N:4][C:3]([O:2][CH3:1])=[N:8][CH:7]=5)[N:18]=4)=[O:21])[CH2:24][CH2:23]3)=[CH:26][C:27]=2[O:31]1. (3) The product is: [N:35]1([C:41]([NH:1][C:2]2[CH:3]=[C:4]([C:8]3[N:17]=[C:16]([NH:18][C:19]4[CH:20]=[C:21]5[C:25](=[CH:26][CH:27]=4)[N:24]([C:28]([O:30][C:31]([CH3:34])([CH3:33])[CH3:32])=[O:29])[N:23]=[CH:22]5)[C:15]4[C:10](=[CH:11][CH:12]=[CH:13][CH:14]=4)[N:9]=3)[CH:5]=[CH:6][CH:7]=2)=[O:42])[CH2:40][CH2:39][O:38][CH2:37][CH2:36]1. Given the reactants [NH2:1][C:2]1[CH:3]=[C:4]([C:8]2[N:17]=[C:16]([NH:18][C:19]3[CH:20]=[C:21]4[C:25](=[CH:26][CH:27]=3)[N:24]([C:28]([O:30][C:31]([CH3:34])([CH3:33])[CH3:32])=[O:29])[N:23]=[CH:22]4)[C:15]3[C:10](=[CH:11][CH:12]=[CH:13][CH:14]=3)[N:9]=2)[CH:5]=[CH:6][CH:7]=1.[N:35]1([C:41](Cl)=[O:42])[CH2:40][CH2:39][O:38][CH2:37][CH2:36]1.CCN(CC)CC.[Cl-], predict the reaction product. (4) Given the reactants [NH:1]1[CH2:5][CH2:4][C@@H:3]([NH:6]C(=O)OC(C)(C)C)[CH2:2]1.[F:14][C:15]1[CH:22]=[CH:21][C:18]([CH2:19]Br)=[CH:17][CH:16]=1.[ClH:23].O1CCOCC1, predict the reaction product. The product is: [ClH:23].[F:14][C:15]1[CH:22]=[CH:21][C:18]([CH2:19][N:1]2[CH2:5][CH2:4][C@@H:3]([NH2:6])[CH2:2]2)=[CH:17][CH:16]=1. (5) Given the reactants [F:1][C:2]1[CH:3]=[C:4]([C:8]2[CH:16]=[CH:15][C:11]([C:12]([OH:14])=O)=[CH:10][N:9]=2)[CH:5]=[CH:6][CH:7]=1.Cl.[NH2:18][C@@H:19]1[CH2:24][CH2:23][C@H:22]([CH2:25][C:26]([O:28][CH3:29])=[O:27])[CH2:21][CH2:20]1.C(N(CC)C(C)C)(C)C, predict the reaction product. The product is: [F:1][C:2]1[CH:3]=[C:4]([C:8]2[N:9]=[CH:10][C:11]([C:12]([NH:18][C@@H:19]3[CH2:20][CH2:21][C@H:22]([CH2:25][C:26]([O:28][CH3:29])=[O:27])[CH2:23][CH2:24]3)=[O:14])=[CH:15][CH:16]=2)[CH:5]=[CH:6][CH:7]=1. (6) Given the reactants C([O:3][C:4]([C:6]1[CH:7]=[N:8][N:9]([C:11]2[N:20](COCC[Si](C)(C)C)[C:19](=[O:29])[C:18]3[C:13](=[CH:14][CH:15]=[C:16](I)[CH:17]=3)[N:12]=2)[CH:10]=1)=[O:5])C.[NH:31]1[C:39]2[C:34](=[CH:35][CH:36]=[C:37](B(O)O)[CH:38]=2)[CH:33]=[CH:32]1, predict the reaction product. The product is: [NH:31]1[C:39]2[C:34](=[CH:35][CH:36]=[C:37]([C:16]3[CH:17]=[C:18]4[C:13](=[CH:14][CH:15]=3)[N:12]=[C:11]([N:9]3[CH:10]=[C:6]([C:4]([OH:3])=[O:5])[CH:7]=[N:8]3)[NH:20][C:19]4=[O:29])[CH:38]=2)[CH:33]=[CH:32]1. (7) Given the reactants [CH2:1]([NH:3][C:4](=[O:28])[NH:5][C:6]1[N:11]=[CH:10][C:9](B(O)O)=[C:8]([C:15]2[S:16][CH:17]=[C:18]([C:20]3[CH:25]=[CH:24][CH:23]=[C:22]([O:26][CH3:27])[N:21]=3)[N:19]=2)[CH:7]=1)[CH3:2].Br[C:30]1[CH:31]=[C:32]([C:36]2[O:37][C:38]([CH3:41])=[N:39][N:40]=2)[CH:33]=[N:34][CH:35]=1.C1(P(C2CCCCC2)C2C=CC=CC=2C2C(C(C)C)=CC(C(C)C)=CC=2C(C)C)CCCCC1.C([O-])([O-])=O.[Cs+].[Cs+], predict the reaction product. The product is: [CH2:1]([NH:3][C:4]([NH:5][C:6]1[N:11]=[CH:10][C:9]([C:30]2[CH:35]=[N:34][CH:33]=[C:32]([C:36]3[O:37][C:38]([CH3:41])=[N:39][N:40]=3)[CH:31]=2)=[C:8]([C:15]2[S:16][CH:17]=[C:18]([C:20]3[CH:25]=[CH:24][CH:23]=[C:22]([O:26][CH3:27])[N:21]=3)[N:19]=2)[CH:7]=1)=[O:28])[CH3:2]. (8) Given the reactants [F:1][C:2]([F:18])([C:14]([F:17])([F:16])[F:15])[CH2:3][NH:4][C:5]1[C:10]([C:11]([OH:13])=O)=[CH:9][N:8]=[CH:7][N:6]=1.CCN=C=NCCCN(C)C.C1C=CC2N(O)N=NC=2C=1.CCN(C(C)C)C(C)C.[CH3:49][C:50]([NH2:54])([C:52]#[CH:53])[CH3:51], predict the reaction product. The product is: [CH3:49][C:50]([NH:54][C:11]([C:10]1[C:5]([NH:4][CH2:3][C:2]([F:1])([F:18])[C:14]([F:17])([F:16])[F:15])=[N:6][CH:7]=[N:8][CH:9]=1)=[O:13])([C:52]#[CH:53])[CH3:51]. (9) Given the reactants [CH2:1]([CH:8]1[CH2:13][CH2:12][N:11]([CH2:14][CH2:15][CH2:16][N:17]([C:27]2[CH:32]=[CH:31][CH:30]=[CH:29][CH:28]=2)[C:18]([NH:20][CH:21]2[CH2:26][CH2:25][NH:24][CH2:23][CH2:22]2)=[O:19])[CH2:10][CH2:9]1)[C:2]1[CH:7]=[CH:6][CH:5]=[CH:4][CH:3]=1.C(N(CC)CC)C.[CH3:40][S:41](Cl)(=[O:43])=[O:42].C(=O)([O-])O.[Na+], predict the reaction product. The product is: [CH2:1]([CH:8]1[CH2:9][CH2:10][N:11]([CH2:14][CH2:15][CH2:16][N:17]([C:27]2[CH:28]=[CH:29][CH:30]=[CH:31][CH:32]=2)[C:18]([NH:20][CH:21]2[CH2:26][CH2:25][N:24]([S:41]([CH3:40])(=[O:43])=[O:42])[CH2:23][CH2:22]2)=[O:19])[CH2:12][CH2:13]1)[C:2]1[CH:3]=[CH:4][CH:5]=[CH:6][CH:7]=1. (10) Given the reactants [CH2:1]=[C:2]1[CH:8]2[CH2:9][CH:5]([CH2:6][CH2:7]2)[C:4](=[O:10])[O:3]1.[CH3:11][CH2:12][N:13]([CH:17]([CH3:19])[CH3:18])[CH:14]([CH3:16])[CH3:15].[C-]#N.[K+], predict the reaction product. The product is: [CH2:12]([NH+:13]([CH:17]([CH3:19])[CH3:18])[CH:14]([CH3:16])[CH3:15])[CH3:11].[OH:3][C:2]1[CH:8]2[CH2:9][CH:5]([CH2:6][CH2:7]2)[C:4](=[O:10])[CH:1]=1.